Dataset: Full USPTO retrosynthesis dataset with 1.9M reactions from patents (1976-2016). Task: Predict the reactants needed to synthesize the given product. (1) Given the product [ClH:45].[CH2:19]([N:21]1[C:27](=[O:28])[C:26]([CH3:29])([CH3:30])[C:25](=[O:31])[N:24]([CH3:32])[C:23]2[CH:33]=[C:34]([O:37][CH2:38][CH2:39][CH2:40][N:9]3[C:10]4[CH:15]=[CH:14][CH:13]=[CH:12][C:11]=4[N:7]([C:3]4[CH:2]=[N:1][CH:6]=[CH:5][CH:4]=4)[C:8]3=[O:16])[CH:35]=[CH:36][C:22]1=2)[CH3:20], predict the reactants needed to synthesize it. The reactants are: [N:1]1[CH:6]=[CH:5][CH:4]=[C:3]([N:7]2[C:11]3[CH:12]=[CH:13][CH:14]=[CH:15][C:10]=3[NH:9][C:8]2=[O:16])[CH:2]=1.[H-].[Na+].[CH2:19]([N:21]1[C:27](=[O:28])[C:26]([CH3:30])([CH3:29])[C:25](=[O:31])[N:24]([CH3:32])[C:23]2[CH:33]=[C:34]([O:37][CH2:38][CH2:39][CH2:40]I)[CH:35]=[CH:36][C:22]1=2)[CH3:20].C(O)C.[ClH:45]. (2) Given the product [C:24]1([CH:7]([C:1]2[CH:2]=[CH:3][CH:4]=[CH:5][CH:6]=2)[C:8]2[CH:9]=[CH:10][C:11](=[O:23])[N:12]([CH2:14][CH2:15][OH:16])[CH:13]=2)[CH:25]=[CH:26][CH:27]=[CH:28][CH:29]=1, predict the reactants needed to synthesize it. The reactants are: [C:1]1([CH:7]([C:24]2[CH:29]=[CH:28][CH:27]=[CH:26][CH:25]=2)[C:8]2[CH:9]=[CH:10][C:11](=[O:23])[N:12]([CH2:14][CH2:15][O:16]C3CCCCO3)[CH:13]=2)[CH:6]=[CH:5][CH:4]=[CH:3][CH:2]=1.C1C=CC(N=NC2C=CC(N)=NC=2N)=CC=1.Cl.CC1C=CC(S(O)(=O)=O)=CC=1.O. (3) Given the product [C:14]([O:13][C:11]([N:8]1[CH2:9][CH2:10][CH:5]([O:4][C:3]2[CH:18]=[C:19]([F:22])[CH:20]=[CH:21][C:2]=2[NH:1][C:24]2[C:25]3[C:32]([CH3:33])=[C:31]([C:34]([O:36][CH3:37])=[O:35])[S:30][C:26]=3[N:27]=[CH:28][N:29]=2)[CH2:6][CH2:7]1)=[O:12])([CH3:16])([CH3:17])[CH3:15], predict the reactants needed to synthesize it. The reactants are: [NH2:1][C:2]1[CH:21]=[CH:20][C:19]([F:22])=[CH:18][C:3]=1[O:4][CH:5]1[CH2:10][CH2:9][N:8]([C:11]([O:13][C:14]([CH3:17])([CH3:16])[CH3:15])=[O:12])[CH2:7][CH2:6]1.Cl[C:24]1[C:25]2[C:32]([CH3:33])=[C:31]([C:34]([O:36][CH3:37])=[O:35])[S:30][C:26]=2[N:27]=[CH:28][N:29]=1.O.[OH-].[NH4+]. (4) The reactants are: [Cl:1][C:2]1[CH:7]=[C:6]([Cl:8])[CH:5]=[CH:4][C:3]=1[CH2:9][CH2:10][NH:11][C:12]1[N:17]=[C:16]([O:18][CH3:19])[N:15]=[C:14]([C:20]2[CH:21]=[C:22]([C:26]([CH3:31])([CH3:30])[C:27]([OH:29])=[O:28])[CH:23]=[CH:24][CH:25]=2)[CH:13]=1.[P:32](=[O:36])([OH:35])([OH:34])[OH:33]. Given the product [P:32](=[O:33])([OH:36])([OH:35])[OH:34].[Cl:1][C:2]1[CH:7]=[C:6]([Cl:8])[CH:5]=[CH:4][C:3]=1[CH2:9][CH2:10][NH:11][C:12]1[N:17]=[C:16]([O:18][CH3:19])[N:15]=[C:14]([C:20]2[CH:21]=[C:22]([C:26]([CH3:31])([CH3:30])[C:27]([OH:29])=[O:28])[CH:23]=[CH:24][CH:25]=2)[CH:13]=1, predict the reactants needed to synthesize it. (5) Given the product [C:25]1([C:2]2[N:19]=[C:18]([C:25]3[CH:30]=[CH:29][CH:28]=[CH:27][CH:26]=3)[C:17]3[C:16]4[C:11](=[C:12]([C:25]5[CH:30]=[CH:29][CH:28]=[CH:27][CH:26]=5)[N:13]=[C:14]([C:25]5[CH:30]=[CH:29][CH:28]=[CH:27][CH:26]=5)[N:15]=4)[C:10]4[C:5](=[C:6]([C:42]5[CH:43]=[CH:44][CH:45]=[CH:46][CH:47]=5)[N:7]=[C:8]([C:4]5[CH:5]=[CH:10][CH:11]=[CH:16][CH:17]=5)[N:9]=4)[C:4]=3[N:3]=2)[CH:30]=[CH:29][CH:28]=[CH:27][CH:26]=1, predict the reactants needed to synthesize it. The reactants are: Cl[C:2]1[N:19]=[C:18](Cl)[C:17]2[C:16]3[C:11](=[C:12](Cl)[N:13]=[C:14](Cl)[N:15]=3)[C:10]3[C:5](=[C:6](Cl)[N:7]=[C:8](Cl)[N:9]=3)[C:4]=2[N:3]=1.[C:25]1(B(O)O)[CH:30]=[CH:29][CH:28]=[CH:27][CH:26]=1.P([O-])([O-])([O-])=O.[K+].[K+].[K+].[C:42]1(C)[CH:47]=[CH:46][CH:45]=[CH:44][CH:43]=1. (6) Given the product [CH2:2]([O:4][C:5]([C:7]1[C:8]2[S:16][CH:15]=[C:14]([CH2:17][O:18][C:19]3[C:24]([F:25])=[CH:23][C:22]([Br:26])=[CH:21][C:20]=3[F:27])[C:9]=2[C:10]([NH2:1])=[N:11][CH:12]=1)=[O:6])[CH3:3], predict the reactants needed to synthesize it. The reactants are: [NH3:1].[CH2:2]([O:4][C:5]([C:7]1[C:8]2[S:16][CH:15]=[C:14]([CH2:17][O:18][C:19]3[C:24]([F:25])=[CH:23][C:22]([Br:26])=[CH:21][C:20]=3[F:27])[C:9]=2[C:10](Cl)=[N:11][CH:12]=1)=[O:6])[CH3:3].